Binary Classification. Given a T-cell receptor sequence (or CDR3 region) and an epitope sequence, predict whether binding occurs between them. From a dataset of TCR-epitope binding with 47,182 pairs between 192 epitopes and 23,139 TCRs. (1) The epitope is SEPVLKGVKL. Result: 0 (the TCR does not bind to the epitope). The TCR CDR3 sequence is CSAAGDRGADTQYF. (2) The epitope is AMFWSVPTV. The TCR CDR3 sequence is CSARGDGGRLGTDTQYF. Result: 0 (the TCR does not bind to the epitope). (3) The epitope is RQLLFVVEV. Result: 1 (the TCR binds to the epitope). The TCR CDR3 sequence is CASSLELAVYEQYF. (4) The epitope is TEILPVSMTK. The TCR CDR3 sequence is CASSSSSGGSTDTQYF. Result: 0 (the TCR does not bind to the epitope).